From a dataset of Catalyst prediction with 721,799 reactions and 888 catalyst types from USPTO. Predict which catalyst facilitates the given reaction. (1) Reactant: [CH3:1][C:2]1[CH:18]=[C:5]2[N:6]=[C:7]([NH:16][NH2:17])[CH:8]=[C:9]([N:10]3[CH2:15][CH2:14][O:13][CH2:12][CH2:11]3)[N:4]2[N:3]=1.C(O)(=O)C.[CH:23]1[CH:28]=[C:27]2[C:29]([CH:32]=O)=[CH:30][NH:31][C:26]2=[CH:25][CH:24]=1. Product: [NH:31]1[C:26]2[C:27](=[CH:28][CH:23]=[CH:24][CH:25]=2)[C:29]([CH:32]=[N:17][NH:16][C:7]2[CH:8]=[C:9]([N:10]3[CH2:11][CH2:12][O:13][CH2:14][CH2:15]3)[N:4]3[N:3]=[C:2]([CH3:1])[CH:18]=[C:5]3[N:6]=2)=[CH:30]1. The catalyst class is: 8. (2) Reactant: [Br:1][C:2]1[CH:3]=[C:4]2[C:13](=[CH:14][CH:15]=1)[C:7]1([CH2:12][CH2:11][O:10][CH2:9][CH2:8]1)[CH:6]=[C:5]2[CH2:16][CH3:17].C1C(=O)N([Br:25])C(=O)C1. Product: [Br:1][C:2]1[CH:3]=[C:4]2[C:13](=[CH:14][CH:15]=1)[C:7]1([CH2:8][CH2:9][O:10][CH2:11][CH2:12]1)[CH:6]=[C:5]2[CH:16]([Br:25])[CH3:17]. The catalyst class is: 53. (3) Reactant: [C:1]1([N:11]2[CH2:16][CH2:15][NH:14][CH2:13][CH2:12]2)[C:10]2[C:5](=[CH:6][CH:7]=[CH:8][CH:9]=2)[CH:4]=[CH:3][CH:2]=1.C(=O)([O-])[O-].[K+].[K+].Br[CH2:24][CH2:25][N:26]1[C:34](=[O:35])[C:33]2[C:28](=[CH:29][CH:30]=[CH:31][CH:32]=2)[C:27]1=[O:36]. Product: [C:1]1([N:11]2[CH2:16][CH2:15][N:14]([CH2:24][CH2:25][N:26]3[C:27](=[O:36])[C:28]4[C:33](=[CH:32][CH:31]=[CH:30][CH:29]=4)[C:34]3=[O:35])[CH2:13][CH2:12]2)[C:10]2[C:5](=[CH:6][CH:7]=[CH:8][CH:9]=2)[CH:4]=[CH:3][CH:2]=1. The catalyst class is: 9. (4) Product: [C:15]([O:14][C:12]([N:4]([CH2:1][CH:2]=[CH2:3])[CH2:7][CH2:6][C:5]([O:9][CH2:10][CH3:11])=[O:8])=[O:13])([CH3:18])([CH3:17])[CH3:16]. The catalyst class is: 8. Reactant: [CH2:1]([NH2:4])[CH:2]=[CH2:3].[C:5]([O:9][CH2:10][CH3:11])(=[O:8])[CH:6]=[CH2:7].[C:12](O[C:12]([O:14][C:15]([CH3:18])([CH3:17])[CH3:16])=[O:13])([O:14][C:15]([CH3:18])([CH3:17])[CH3:16])=[O:13]. (5) Reactant: [CH2:1]([NH:3][C:4]([N:6]=[C:7](OC)[C:8]1[CH:13]=[CH:12][CH:11]=[CH:10][CH:9]=1)=[O:5])[CH3:2].Cl.Cl.[NH2:18][CH:19]([CH2:32][CH:33]1[CH2:38][CH2:37][CH2:36][CH2:35][CH2:34]1)[C:20]([NH:22][C:23]1([C:30]#[N:31])[CH2:28][CH2:27][N:26]([CH3:29])[CH2:25][CH2:24]1)=[O:21].C(N(CC)C(C)C)(C)C. Product: [C:30]([C:23]1([NH:22][C:20](=[O:21])[CH:19]([NH:18][C:7](=[N:6][C:4](=[O:5])[NH:3][CH2:1][CH3:2])[C:8]2[CH:9]=[CH:10][CH:11]=[CH:12][CH:13]=2)[CH2:32][CH:33]2[CH2:34][CH2:35][CH2:36][CH2:37][CH2:38]2)[CH2:24][CH2:25][N:26]([CH3:29])[CH2:27][CH2:28]1)#[N:31]. The catalyst class is: 5. (6) Reactant: C[O:2][C:3]1[CH:8]=[CH:7][C:6]([S:9]([NH:12][C:13]2[CH:18]=[CH:17][CH:16]=[C:15]([B:19]3[O:23]C(C)(C)C(C)(C)[O:20]3)[CH:14]=2)(=[O:11])=[O:10])=[CH:5][CH:4]=1.B(Br)(Br)Br. Product: [OH:2][C:3]1[CH:8]=[CH:7][C:6]([S:9]([NH:12][C:13]2[CH:14]=[C:15]([B:19]([OH:23])[OH:20])[CH:16]=[CH:17][CH:18]=2)(=[O:11])=[O:10])=[CH:5][CH:4]=1. The catalyst class is: 4.